Dataset: Catalyst prediction with 721,799 reactions and 888 catalyst types from USPTO. Task: Predict which catalyst facilitates the given reaction. (1) Reactant: Br[C:2]1[C:11]2[C:6](=[C:7]([C:12]([F:15])([F:14])[F:13])[CH:8]=[CH:9][CH:10]=2)[N:5]=[CH:4][C:3]=1[C:16]1[CH:21]=[CH:20][CH:19]=[CH:18][CH:17]=1.[C:22]1(C2C=N[C:22]3[C:27](C=2O)=[CH:26][CH:25]=[CH:24][C:23]=3C(F)(F)F)[CH:27]=[CH:26][CH:25]=[CH:24][CH:23]=1.P(Br)(Br)(Br)=O.Cl. Product: [C:16]1([C:3]2[CH:4]=[N:5][C:6]3[C:11]([C:2]=2[C:22]2[CH:27]=[CH:26][CH:25]=[CH:24][CH:23]=2)=[CH:10][CH:9]=[CH:8][C:7]=3[C:12]([F:13])([F:15])[F:14])[CH:21]=[CH:20][CH:19]=[CH:18][CH:17]=1. The catalyst class is: 3. (2) Reactant: O[C:2]1[C:11]2[C:6](=[CH:7][CH:8]=[C:9]([O:12][CH3:13])[CH:10]=2)[N:5]=[CH:4][CH:3]=1.P(Br)(Br)[Br:15]. Product: [Br:15][C:2]1[C:11]2[C:6](=[CH:7][CH:8]=[C:9]([O:12][CH3:13])[CH:10]=2)[N:5]=[CH:4][CH:3]=1. The catalyst class is: 3.